Dataset: Full USPTO retrosynthesis dataset with 1.9M reactions from patents (1976-2016). Task: Predict the reactants needed to synthesize the given product. (1) Given the product [Cl:12][C:9]1[N:10]=[C:11]2[C:6](=[CH:7][CH:8]=1)[N:5]=[CH:4][C:3]([C:13](=[O:15])[CH3:14])=[C:2]2[NH:28][C@H:25]1[CH2:24][CH2:23][C@H:22]([CH2:21][N:16]2[CH2:20][CH2:19][CH2:18][CH2:17]2)[CH2:27][CH2:26]1, predict the reactants needed to synthesize it. The reactants are: Cl[C:2]1[C:11]2[C:6](=[CH:7][CH:8]=[C:9]([Cl:12])[N:10]=2)[N:5]=[CH:4][C:3]=1[C:13](=[O:15])[CH3:14].[N:16]1([CH2:21][CH:22]2[CH2:27][CH2:26][CH:25]([NH2:28])[CH2:24][CH2:23]2)[CH2:20][CH2:19][CH2:18][CH2:17]1. (2) Given the product [C:1]([O:5][C:6]([NH:8][CH2:9][CH2:10][CH2:11][C:12]([NH:48][CH2:49][C:50]1[CH:54]=[N:53][N:52]([CH2:55][C@@H:56]2[C@H:59]([NH:60][C:61](=[O:97])/[C:62](=[N:76]\[O:77][C:78]3([C:81]([O:83][CH:84]([C:91]4[CH:96]=[CH:95][CH:94]=[CH:93][CH:92]=4)[C:85]4[CH:90]=[CH:89][CH:88]=[CH:87][CH:86]=4)=[O:82])[CH2:80][CH2:79]3)/[C:63]3[N:64]=[C:65]([NH:68][C:69]([O:71][C:72]([CH3:73])([CH3:75])[CH3:74])=[O:70])[S:66][CH:67]=3)[C:58](=[O:98])[NH:57]2)[N:51]=1)=[O:14])=[O:7])([CH3:2])([CH3:3])[CH3:4], predict the reactants needed to synthesize it. The reactants are: [C:1]([O:5][C:6]([NH:8][CH2:9][CH2:10][CH2:11][C:12]([OH:14])=O)=[O:7])([CH3:4])([CH3:3])[CH3:2].CCN(C(C)C)C(C)C.CN(C(ON1N=NC2C=CC=NC1=2)=[N+](C)C)C.F[P-](F)(F)(F)(F)F.[NH2:48][CH2:49][C:50]1[CH:54]=[N:53][N:52]([CH2:55][C@@H:56]2[C@H:59]([NH:60][C:61](=[O:97])/[C:62](=[N:76]\[O:77][C:78]3([C:81]([O:83][CH:84]([C:91]4[CH:96]=[CH:95][CH:94]=[CH:93][CH:92]=4)[C:85]4[CH:90]=[CH:89][CH:88]=[CH:87][CH:86]=4)=[O:82])[CH2:80][CH2:79]3)/[C:63]3[N:64]=[C:65]([NH:68][C:69]([O:71][C:72]([CH3:75])([CH3:74])[CH3:73])=[O:70])[S:66][CH:67]=3)[C:58](=[O:98])[NH:57]2)[N:51]=1. (3) Given the product [CH3:9][N:10]([CH3:32])[CH:11]1[CH2:15][CH2:14][N:13]([C:16]2[CH:17]=[CH:18][C:19]([NH:22][C:23](=[O:31])[C:24]3[CH:25]=[CH:26][C:27]([O:30][C:2]4[CH:7]=[CH:6][C:5]([F:8])=[CH:4][N:3]=4)=[CH:28][CH:29]=3)=[CH:20][CH:21]=2)[CH2:12]1, predict the reactants needed to synthesize it. The reactants are: Cl[C:2]1[CH:7]=[CH:6][C:5]([F:8])=[CH:4][N:3]=1.[CH3:9][N:10]([CH3:32])[CH:11]1[CH2:15][CH2:14][N:13]([C:16]2[CH:21]=[CH:20][C:19]([NH:22][C:23](=[O:31])[C:24]3[CH:29]=[CH:28][C:27]([OH:30])=[CH:26][CH:25]=3)=[CH:18][CH:17]=2)[CH2:12]1. (4) Given the product [Cl:1][C:2]1[CH:7]=[CH:6][N:5]=[C:4]([CH:8]([NH:10][C:11]2[O:12][C:13]3[C:19]([O:20][CH3:21])=[CH:18][C:17]([C:22]([N:32]4[CH2:33][C@H:29]([O:28][CH:25]5[CH2:26][CH2:27]5)[CH2:30][C@H:31]4[CH2:34][OH:35])=[O:24])=[CH:16][C:14]=3[N:15]=2)[CH3:9])[CH:3]=1, predict the reactants needed to synthesize it. The reactants are: [Cl:1][C:2]1[CH:7]=[CH:6][N:5]=[C:4]([CH:8]([NH:10][C:11]2[O:12][C:13]3[C:19]([O:20][CH3:21])=[CH:18][C:17]([C:22]([OH:24])=O)=[CH:16][C:14]=3[N:15]=2)[CH3:9])[CH:3]=1.[CH:25]1([O:28][C@H:29]2[CH2:33][NH:32][C@H:31]([CH2:34][OH:35])[CH2:30]2)[CH2:27][CH2:26]1.C(N(CC)C(C)C)(C)C.CN(C(ON1N=NC2C=CC=NC1=2)=[N+](C)C)C.F[P-](F)(F)(F)(F)F.